This data is from Full USPTO retrosynthesis dataset with 1.9M reactions from patents (1976-2016). The task is: Predict the reactants needed to synthesize the given product. (1) Given the product [CH3:6][S:5]/[CH:4]=[C:3](\[N:10]1[C:9]2[CH:11]=[CH:12][CH:13]=[CH:14][C:8]=2[N:7]([CH2:15][C:16]2[CH:17]=[CH:18][C:19]([N+:22]([O-:24])=[O:23])=[CH:20][CH:21]=2)[C:25]1=[O:26])/[CH3:2], predict the reactants needed to synthesize it. The reactants are: [Cl-].[CH3:2][C:3]1[N:10]2[C:6](=[N+:7]([CH2:15][C:16]3[CH:21]=[CH:20][C:19]([N+:22]([O-:24])=[O:23])=[CH:18][CH:17]=3)[C:8]3[CH:14]=[CH:13][CH:12]=[CH:11][C:9]=32)[S:5][CH:4]=1.[CH3:25][O-:26].[Na+]. (2) Given the product [O:15]([CH2:14][C:13]([N:9]1[CH2:10][CH2:11][C:12]2[N:4]([CH2:1][CH2:2][CH3:3])[N:5]=[C:6]([C:23]3[CH:28]=[CH:27][CH:26]=[CH:25][CH:24]=3)[C:7]=2[CH2:8]1)=[O:22])[C:16]1[CH:21]=[CH:20][CH:19]=[CH:18][CH:17]=1, predict the reactants needed to synthesize it. The reactants are: [CH2:1]([N:4]1[C:12]2[CH2:11][CH2:10][N:9]([C:13](=[O:22])[CH2:14][O:15][C:16]3[CH:21]=[CH:20][CH:19]=[CH:18][CH:17]=3)[CH2:8][C:7]=2[C:6]([C:23]2[CH:28]=[CH:27][CH:26]=[CH:25][CH:24]=2)=[N:5]1)[CH:2]=[CH2:3].